This data is from SARS-CoV-2 main protease (3CLPro) crystallographic fragment screen with 879 compounds. The task is: Binary Classification. Given a drug SMILES string, predict its activity (active/inactive) in a high-throughput screening assay against a specified biological target. The drug is C[C@H]1NCCC[C@H]1C(N)=O. The result is 0 (inactive).